Dataset: Catalyst prediction with 721,799 reactions and 888 catalyst types from USPTO. Task: Predict which catalyst facilitates the given reaction. (1) Product: [Cl:1][C:2]1[C:7]([C:8](=[O:11])[CH2:9][CH3:10])=[CH:6][N:5]=[C:4]([S:12][CH3:13])[N:3]=1. The catalyst class is: 2. Reactant: [Cl:1][C:2]1[C:7]([CH:8]([OH:11])[CH2:9][CH3:10])=[CH:6][N:5]=[C:4]([S:12][CH3:13])[N:3]=1.C1C=C[NH+]=CC=1.[O-][Cr](Cl)(=O)=O. (2) Reactant: CN(C)S([N:6]1[CH:10]=[C:9]([C:11]2[CH:12]=[CH:13][C:14]([F:29])=[C:15]([C:17]3[CH:21]=[CH:20][N:19](C(OC(C)(C)C)=O)[CH:18]=3)[CH:16]=2)[C:8]([C:30]2[CH:35]=[CH:34][CH:33]=[C:32]([CH3:36])[N:31]=2)=[N:7]1)(=O)=O.C[O-].[Na+]. Product: [F:29][C:14]1[CH:13]=[CH:12][C:11]([C:9]2[C:8]([C:30]3[CH:35]=[CH:34][CH:33]=[C:32]([CH3:36])[N:31]=3)=[N:7][NH:6][CH:10]=2)=[CH:16][C:15]=1[C:17]1[CH:21]=[CH:20][NH:19][CH:18]=1. The catalyst class is: 5. (3) Reactant: Cl.[C:2]([NH:5][C:6]1[CH:7]=[C:8]([CH:12]2[CH2:17][CH2:16][NH:15][CH2:14][CH2:13]2)[CH:9]=[CH:10][CH:11]=1)(=[O:4])[CH3:3].Br[CH2:19][CH2:20][OH:21].C([O-])([O-])=O.[K+].[K+].O. Product: [C:2]([NH:5][C:6]1[CH:7]=[C:8]([CH:12]2[CH2:13][CH2:14][N:15]([CH2:19][CH2:20][OH:21])[CH2:16][CH2:17]2)[CH:9]=[CH:10][CH:11]=1)(=[O:4])[CH3:3]. The catalyst class is: 9. (4) Reactant: S(Cl)([Cl:3])=O.[F:5][C:6]1[C:14]([NH:15][S:16]([CH2:19][CH2:20][CH3:21])(=[O:18])=[O:17])=[CH:13][CH:12]=[C:11]([F:22])[C:7]=1[C:8](O)=[O:9]. Product: [F:5][C:6]1[C:14]([NH:15][S:16]([CH2:19][CH2:20][CH3:21])(=[O:18])=[O:17])=[CH:13][CH:12]=[C:11]([F:22])[C:7]=1[C:8]([Cl:3])=[O:9]. The catalyst class is: 11. (5) Reactant: [C:1]([C:3]1[CH:8]([C:9]2[CH:10]=[C:11]3[C:15](=[CH:16][CH:17]=2)[NH:14][N:13]=[C:12]3[C:18]([OH:20])=O)[C:7]([C:21]#[N:22])=[C:6]([CH3:23])[NH:5][C:4]=1[CH3:24])#[N:2].CCN(CC)CC.CN(C(ON1N=NC2C=CC=NC1=2)=[N+](C)C)C.F[P-](F)(F)(F)(F)F.[CH3:56][N:57]([CH3:61])[CH2:58][CH2:59][NH2:60]. Product: [C:1]([C:3]1[CH:8]([C:9]2[CH:10]=[C:11]3[C:15](=[CH:16][CH:17]=2)[NH:14][N:13]=[C:12]3[C:18]([NH:60][CH2:59][CH2:58][N:57]([CH3:61])[CH3:56])=[O:20])[C:7]([C:21]#[N:22])=[C:6]([CH3:23])[NH:5][C:4]=1[CH3:24])#[N:2]. The catalyst class is: 3. (6) Reactant: [CH:1]([SiH:4]([CH:23]([CH3:25])[CH3:24])[C:5]1[CH:10]=[CH:9][C:8]([O:11][CH2:12][CH2:13][CH2:14][O:15]C2CCCCO2)=[CH:7][C:6]=1[CH3:22])([CH3:3])[CH3:2].C1(C)C=CC(S(O)(=O)=[O:33])=CC=1.C([O-])(O)=O.[Na+].CC(C)=O.OS(O)(=O)=O.O=[Cr](=O)=O. Product: [CH:23]([SiH:4]([CH:1]([CH3:2])[CH3:3])[C:5]1[CH:10]=[CH:9][C:8]([O:11][CH2:12][CH2:13][C:14]([OH:15])=[O:33])=[CH:7][C:6]=1[CH3:22])([CH3:25])[CH3:24]. The catalyst class is: 8. (7) Reactant: [F:1][C:2]1[CH:3]=[C:4]([CH:13]=[CH:14][C:15]=1[F:16])[O:5][C:6]1[CH:11]=[CH:10][C:9](I)=[CH:8][N:7]=1.[C:17]([O:25][CH2:26][CH3:27])(=[O:24])[CH2:18][C:19]([O:21][CH2:22][CH3:23])=[O:20].C([O-])([O-])=O.[Cs+].[Cs+].N1C=CC=CC=1C(O)=O. Product: [F:1][C:2]1[CH:3]=[C:4]([CH:13]=[CH:14][C:15]=1[F:16])[O:5][C:6]1[N:7]=[CH:8][C:9]([CH:18]([C:19]([O:21][CH2:22][CH3:23])=[O:20])[C:17]([O:25][CH2:26][CH3:27])=[O:24])=[CH:10][CH:11]=1. The catalyst class is: 185.